Dataset: Catalyst prediction with 721,799 reactions and 888 catalyst types from USPTO. Task: Predict which catalyst facilitates the given reaction. Reactant: C(OC(=O)[NH:7][C:8]1[O:9][CH2:10][C@@:11]2([C:21]3[C:16](=[CH:17][CH:18]=[C:19]([NH:22][C:23]([C:25]4[CH:30]=[N:29][C:28]([CH:31]([F:33])[F:32])=[CH:27][N:26]=4)=[O:24])[CH:20]=3)[O:15][C:14]([CH3:35])([CH3:34])[C:13]32[CH2:37][CH2:36]3)[N:12]=1)(C)(C)C.FC(F)(F)C(O)=O. Product: [NH2:7][C:8]1[O:9][CH2:10][C@@:11]2([C:21]3[C:16](=[CH:17][CH:18]=[C:19]([NH:22][C:23]([C:25]4[CH:30]=[N:29][C:28]([CH:31]([F:33])[F:32])=[CH:27][N:26]=4)=[O:24])[CH:20]=3)[O:15][C:14]([CH3:35])([CH3:34])[C:13]32[CH2:37][CH2:36]3)[N:12]=1. The catalyst class is: 22.